Predict the reaction yield, written as a fraction of the theoretical maximum amount of product (1.0 means a 100% yield; for example, 0.34 means a 34% yield). From a dataset of Reaction yield outcomes from USPTO patents with 853,638 reactions. (1) The reactants are FC(F)(F)C(O)=O.[C:8]1(=[C:14]([C:31]2[CH:36]=[CH:35][C:34]([OH:37])=[CH:33][CH:32]=2)[C:15]2[CH:20]=[CH:19][C:18](/[CH:21]=[CH:22]/[C:23]([O:25]C(C)(C)C)=[O:24])=[C:17]([F:30])[CH:16]=2)[CH2:13][CH2:12][CH2:11][CH2:10][CH2:9]1. The catalyst is C(Cl)Cl. The product is [C:8]1(=[C:14]([C:31]2[CH:36]=[CH:35][C:34]([OH:37])=[CH:33][CH:32]=2)[C:15]2[CH:20]=[CH:19][C:18](/[CH:21]=[CH:22]/[C:23]([OH:25])=[O:24])=[C:17]([F:30])[CH:16]=2)[CH2:13][CH2:12][CH2:11][CH2:10][CH2:9]1. The yield is 0.640. (2) The reactants are [Br:1][C:2]1[CH:10]=[C:9]2[C:5]([C:6]3[CH2:14][CH2:13][N:12]([C:15]([O:17][C:18]([CH3:21])([CH3:20])[CH3:19])=[O:16])[CH2:11][C:7]=3[NH:8]2)=[CH:4][CH:3]=1.[H-].[Na+].[CH3:24]I. The catalyst is CN(C=O)C.C(Cl)Cl. The product is [Br:1][C:2]1[CH:10]=[C:9]2[C:5]([C:6]3[CH2:14][CH2:13][N:12]([C:15]([O:17][C:18]([CH3:21])([CH3:20])[CH3:19])=[O:16])[CH2:11][C:7]=3[N:8]2[CH3:24])=[CH:4][CH:3]=1. The yield is 0.860. (3) The reactants are [OH:1][CH2:2][C:3]1[N:4]=[C:5]([NH:8][C:9](=[O:13])[O:10][CH2:11][CH3:12])[S:6][CH:7]=1. The catalyst is C(Cl)(Cl)Cl.CO.[O-2].[Mn+4].[O-2]. The product is [CH:2]([C:3]1[N:4]=[C:5]([NH:8][C:9](=[O:13])[O:10][CH2:11][CH3:12])[S:6][CH:7]=1)=[O:1]. The yield is 1.06. (4) The reactants are Br.[CH2:2]([NH:9][C:10](=[NH:20])[CH2:11]P(OCC)(OCC)=O)[C:3]1[CH:8]=[CH:7][CH:6]=[CH:5][CH:4]=1.[Cl:21][C:22]1[CH:29]=[CH:28][CH:27]=[CH:26][C:23]=1[CH:24]=O.C(=O)([O-])[O-].[K+].[K+].O. The catalyst is O1CCCC1. The product is [ClH:21].[CH2:2]([NH:9][C:10](=[NH:20])/[CH:11]=[CH:24]/[C:23]1[CH:26]=[CH:27][CH:28]=[CH:29][C:22]=1[Cl:21])[C:3]1[CH:4]=[CH:5][CH:6]=[CH:7][CH:8]=1. The yield is 0.350. (5) The reactants are [F:1][C:2]1[CH:3]=[C:4]([CH:9]=[CH:10][C:11]=1[C:12]1[C:13]([CH3:42])([CH3:41])[C@H:14]2[C@:27]([CH3:30])([CH2:28][CH:29]=1)[C@@H:26]1[C@:17]([CH3:40])([C@@:18]3([CH3:39])[C@H:23]([CH2:24][CH2:25]1)[C@H:22]1[C@H:31]([C:34]([CH3:36])=[CH2:35])[CH2:32][CH2:33][C@:21]1([CH:37]=O)[CH2:20][CH2:19]3)[CH2:16][CH2:15]2)[C:5]([O:7]C)=[O:6].Cl.[NH2:44][CH2:45][CH2:46][C:47]([N:49]1[CH2:53][CH2:52][CH2:51][CH2:50]1)=[O:48]. No catalyst specified. The product is [F:1][C:2]1[CH:3]=[C:4]([CH:9]=[CH:10][C:11]=1[C:12]1[C:13]([CH3:42])([CH3:41])[C@H:14]2[C@:27]([CH3:30])([CH2:28][CH:29]=1)[C@@H:26]1[C@:17]([CH3:40])([C@@:18]3([CH3:39])[C@H:23]([CH2:24][CH2:25]1)[C@H:22]1[C@H:31]([C:34]([CH3:36])=[CH2:35])[CH2:32][CH2:33][C@:21]1([CH2:37][NH:44][CH2:45][CH2:46][C:47](=[O:48])[N:49]1[CH2:53][CH2:52][CH2:51][CH2:50]1)[CH2:20][CH2:19]3)[CH2:16][CH2:15]2)[C:5]([OH:7])=[O:6]. The yield is 0.720. (6) The product is [Cl:11][C:12]1[CH:19]=[CH:18][C:15]([CH:16]2[CH2:20][C:21](=[O:22])[NH:10][C:7]3=[N:8][NH:9][C:5]([CH:1]4[CH2:4][CH2:3][CH2:2]4)=[C:6]23)=[CH:14][CH:13]=1. The yield is 0.590. The catalyst is CCO. The reactants are [CH:1]1([C:5]2[NH:9][N:8]=[C:7]([NH2:10])[CH:6]=2)[CH2:4][CH2:3][CH2:2]1.[Cl:11][C:12]1[CH:19]=[CH:18][C:15]([CH:16]=O)=[CH:14][CH:13]=1.[CH3:20][C:21]1(C)OC(=O)CC(=O)[O:22]1.